Predict the product of the given reaction. From a dataset of Forward reaction prediction with 1.9M reactions from USPTO patents (1976-2016). (1) Given the reactants Cl.Br[CH2:3][CH2:4][CH2:5][CH2:6][O:7][CH:8]1[CH2:13][CH2:12][NH:11][CH2:10][CH2:9]1.[Cl:14][C:15]1[CH:20]=[CH:19][C:18]([CH2:21][C:22](Cl)=[O:23])=[CH:17][CH:16]=1.[CH2:25]([NH:27][CH2:28][CH2:29][OH:30])[CH3:26], predict the reaction product. The product is: [Cl:14][C:15]1[CH:20]=[CH:19][C:18]([CH2:21][C:22]([N:11]2[CH2:12][CH2:13][CH:8]([O:7][CH2:6][CH2:5][CH2:4][CH2:3][N:27]([CH2:25][CH3:26])[CH2:28][CH2:29][OH:30])[CH2:9][CH2:10]2)=[O:23])=[CH:17][CH:16]=1. (2) The product is: [S:1]1[CH:5]=[CH:4][CH:3]=[C:2]1[CH2:6][O:7][C:8]1[N:9]=[CH:10][C:11]([N:15]2[CH2:20][CH2:19][NH:18][CH2:17][CH2:16]2)=[CH:12][CH:13]=1. Given the reactants [S:1]1[CH:5]=[CH:4][CH:3]=[C:2]1[CH2:6][O:7][C:8]1[CH:13]=[CH:12][C:11](Br)=[CH:10][N:9]=1.[NH:15]1[CH2:20][CH2:19][NH:18][CH2:17][CH2:16]1, predict the reaction product.